Dataset: Reaction yield outcomes from USPTO patents with 853,638 reactions. Task: Predict the reaction yield, written as a fraction of the theoretical maximum amount of product (1.0 means a 100% yield; for example, 0.34 means a 34% yield). (1) The yield is 0.930. The product is [CH2:17]([N:8]1[C:9](=[O:16])[C:10]2[C:15](=[CH:14][CH:13]=[CH:12][CH:11]=2)[CH:7]1[O:6][CH2:5][C:4]([OH:24])=[O:3])[C:18]1[CH:19]=[CH:20][CH:21]=[CH:22][CH:23]=1. The reactants are C([O:3][C:4](=[O:24])[CH2:5][O:6][CH:7]1[C:15]2[C:10](=[CH:11][CH:12]=[CH:13][CH:14]=2)[C:9](=[O:16])[N:8]1[CH2:17][C:18]1[CH:23]=[CH:22][CH:21]=[CH:20][CH:19]=1)C.C(=O)([O-])[O-].[K+].[K+].Cl. The catalyst is CO.O. (2) The reactants are [F:1][C:2]1[CH:3]=[C:4]([C:8]2[O:9][CH:10]=[C:11]([CH2:13][CH2:14][NH2:15])[N:12]=2)[CH:5]=[CH:6][CH:7]=1.[F:16][C:17]([F:33])([F:32])[C:18]1[O:22][N:21]=[C:20]([C:23]2[CH:24]=[N:25][CH:26]=[C:27]([CH:31]=2)[C:28](O)=[O:29])[N:19]=1. No catalyst specified. The product is [F:1][C:2]1[CH:3]=[C:4]([C:8]2[O:9][CH:10]=[C:11]([CH2:13][CH2:14][NH:15][C:28](=[O:29])[C:27]3[CH:31]=[C:23]([C:20]4[N:19]=[C:18]([C:17]([F:33])([F:32])[F:16])[O:22][N:21]=4)[CH:24]=[N:25][CH:26]=3)[N:12]=2)[CH:5]=[CH:6][CH:7]=1. The yield is 0.0900. (3) The reactants are FC(F)(F)C(O)=O.[CH:8]([N:11]1[C:15]([C:16]2[N:25]=[C:24]3[N:18]([CH2:19][CH2:20][O:21][C:22]4[CH:29]=[C:28]([CH:30]5[CH2:35][CH2:34][NH:33][CH2:32][CH2:31]5)[CH:27]=[CH:26][C:23]=43)[CH:17]=2)=[N:14][CH:13]=[N:12]1)([CH3:10])[CH3:9].C(=O)([O-])[O-].[K+].[K+].Cl[CH2:43][C:44]([N:46]([CH3:48])[CH3:47])=[O:45]. The yield is 0.290. The catalyst is C1COCC1.C(Cl)Cl. The product is [CH:8]([N:11]1[C:15]([C:16]2[N:25]=[C:24]3[C:23]4[CH:26]=[CH:27][C:28]([CH:30]5[CH2:35][CH2:34][N:33]([CH2:43][C:44]([N:46]([CH3:48])[CH3:47])=[O:45])[CH2:32][CH2:31]5)=[CH:29][C:22]=4[O:21][CH2:20][CH2:19][N:18]3[CH:17]=2)=[N:14][CH:13]=[N:12]1)([CH3:10])[CH3:9].